The task is: Predict the reactants needed to synthesize the given product.. This data is from Full USPTO retrosynthesis dataset with 1.9M reactions from patents (1976-2016). (1) Given the product [CH2:21]([N:28]([CH2:29][CH2:30][CH2:31][CH2:32][CH2:33][CH2:34][O:35][CH2:36][CH2:37][C:38]#[CH:39])[CH2:20][C@@H:18]([C:16]1[CH:15]=[CH:14][C:13]([O:19][CH2:18][C:16]2[CH:17]=[CH:12][CH:13]=[CH:14][CH:15]=2)=[C:12]([NH:9][CH:10]=[O:11])[CH:17]=1)[OH:19])[C:22]1[CH:27]=[CH:26][CH:25]=[CH:24][CH:23]=1, predict the reactants needed to synthesize it. The reactants are: C(O[N:9]([C:12]1[CH:17]=[C:16]([C@@H:18]2[CH2:20][O:19]2)[CH:15]=[CH:14][CH:13]=1)[CH:10]=[O:11])C1C=CC=CC=1.[CH2:21]([NH:28][CH2:29][CH2:30][CH2:31][CH2:32][CH2:33][CH2:34][O:35][CH2:36][CH2:37][C:38]#[CH:39])[C:22]1[CH:27]=[CH:26][CH:25]=[CH:24][CH:23]=1. (2) Given the product [Br-:8].[CH2:10]([N+:2]1([CH3:1])[CH2:6][CH2:5][CH2:4][CH2:3]1)[CH2:9][CH2:11][CH3:12], predict the reactants needed to synthesize it. The reactants are: [CH3:1][N:2]1[CH2:6][CH2:5][CH2:4][C:3]1=O.[Br:8][CH:9]([CH2:11][CH3:12])[CH3:10]. (3) Given the product [Cl:1][C:2]1[CH:20]=[CH:19][C:5]([CH2:6][C:7]2([C:12]([OH:14])=[O:13])[CH2:9][C:8]2([F:11])[F:10])=[CH:4][C:3]=1[NH:21][C:22](=[O:37])[C@H:23]([C:30]1[CH:31]=[CH:32][C:33]([Cl:36])=[CH:34][CH:35]=1)[C@@H:24]([CH3:29])[C:25]([F:26])([F:27])[F:28], predict the reactants needed to synthesize it. The reactants are: [Cl:1][C:2]1[CH:20]=[CH:19][C:5]([CH2:6][C:7]2([C:12]([O:14]C(C)(C)C)=[O:13])[CH2:9][C:8]2([F:11])[F:10])=[CH:4][C:3]=1[NH:21][C:22](=[O:37])[C@H:23]([C:30]1[CH:35]=[CH:34][C:33]([Cl:36])=[CH:32][CH:31]=1)[C@@H:24]([CH3:29])[C:25]([F:28])([F:27])[F:26].C(O)(C(F)(F)F)=O. (4) The reactants are: Br[C:2]1[CH:3]=[C:4]2[C:9](=[CH:10][CH:11]=1)[CH:8]=[N:7][CH:6]=[C:5]2[Cl:12].[CH3:13][S:14]([O-:16])=[O:15].[Na+].CS(C)=O. Given the product [Cl:12][C:5]1[C:4]2[C:9](=[CH:10][CH:11]=[C:2]([S:14]([CH3:13])(=[O:16])=[O:15])[CH:3]=2)[CH:8]=[N:7][CH:6]=1, predict the reactants needed to synthesize it. (5) Given the product [F:49][C:34]1[C:35]([NH:37][CH:38]([C:44]2([CH3:48])[CH2:45][CH2:46][CH2:47]2)[CH2:39][C:40]([O:42][CH3:43])=[O:41])=[N:36][C:31]([C:10]2[C:4]3[C:5](=[N:6][CH:7]=[C:2]([F:1])[CH:3]=3)[N:8]([S:20]([C:23]3[CH:28]=[CH:27][C:26]([CH3:29])=[CH:25][CH:24]=3)(=[O:21])=[O:22])[CH:9]=2)=[N:32][CH:33]=1, predict the reactants needed to synthesize it. The reactants are: [F:1][C:2]1[CH:3]=[C:4]2[C:10](B3OC(C)(C)C(C)(C)O3)=[CH:9][N:8]([S:20]([C:23]3[CH:28]=[CH:27][C:26]([CH3:29])=[CH:25][CH:24]=3)(=[O:22])=[O:21])[C:5]2=[N:6][CH:7]=1.Cl[C:31]1[N:36]=[C:35]([NH:37][CH:38]([C:44]2([CH3:48])[CH2:47][CH2:46][CH2:45]2)[CH2:39][C:40]([O:42][CH3:43])=[O:41])[C:34]([F:49])=[CH:33][N:32]=1.[O-]P([O-])([O-])=O.[K+].[K+].[K+].CC(C1C=C(C(C)C)C(C2C=CC=CC=2P(C2CCCCC2)C2CCCCC2)=C(C(C)C)C=1)C. (6) The reactants are: C1N(P(Cl)(N2C(=O)OCC2)=O)C(=O)OC1.[OH:16][CH:17]([C:30]1[CH:35]=[CH:34][C:33]([C:36](=[N:38][OH:39])[NH2:37])=[CH:32][CH:31]=1)[CH2:18][N:19]1[CH2:24][CH2:23][CH2:22][C@H:21]([C:25]([O:27]CC)=[O:26])[CH2:20]1.[Cl:40][C:41]1[CH:42]=[C:43]([C:48]2([CH2:54][CH2:55][C:56](O)=O)[CH2:53][CH2:52][CH2:51][CH2:50][CH2:49]2)[CH:44]=[C:45]([Cl:47])[CH:46]=1.C(N(C(C)C)CC)(C)C.[F-].C([N+](CCCC)(CCCC)CCCC)CCC.C1COCC1. Given the product [Cl:40][C:41]1[CH:42]=[C:43]([C:48]2([CH2:54][CH2:55][C:56]3[O:39][N:38]=[C:36]([C:33]4[CH:32]=[CH:31][C:30]([CH:17]([OH:16])[CH2:18][N:19]5[CH2:24][CH2:23][CH2:22][C@H:21]([C:25]([OH:27])=[O:26])[CH2:20]5)=[CH:35][CH:34]=4)[N:37]=3)[CH2:53][CH2:52][CH2:51][CH2:50][CH2:49]2)[CH:44]=[C:45]([Cl:47])[CH:46]=1, predict the reactants needed to synthesize it.